From a dataset of Full USPTO retrosynthesis dataset with 1.9M reactions from patents (1976-2016). Predict the reactants needed to synthesize the given product. (1) The reactants are: [NH2:1][C@H:2]([CH2:29][CH:30]([CH3:32])[CH3:31])[C:3]([NH:5][CH:6]1[CH2:15][C:14]2[C:9](=[C:10]([N:16]3[CH2:20][CH2:19][CH2:18][C:17]3=[O:21])[CH:11]=[CH:12][CH:13]=2)[N:8]([CH2:22][C:23]2[CH:27]=[CH:26][S:25][CH:24]=2)[C:7]1=[O:28])=[O:4].[C:33]([O:37][C:38]([NH:40][C@@H:41]([CH3:45])[C:42](O)=[O:43])=[O:39])([CH3:36])([CH3:35])[CH3:34]. Given the product [CH3:31][CH:30]([CH3:32])[CH2:29][C@@H:2]([NH:1][C:42](=[O:43])[C@@H:41]([NH:40][C:38](=[O:39])[O:37][C:33]([CH3:35])([CH3:34])[CH3:36])[CH3:45])[C:3](=[O:4])[NH:5][CH:6]1[CH2:15][C:14]2[C:9](=[C:10]([N:16]3[CH2:20][CH2:19][CH2:18][C:17]3=[O:21])[CH:11]=[CH:12][CH:13]=2)[N:8]([CH2:22][C:23]2[CH:27]=[CH:26][S:25][CH:24]=2)[C:7]1=[O:28], predict the reactants needed to synthesize it. (2) Given the product [Cl:11][C:7]1[CH:8]=[CH:9][CH:10]=[C:2]([Cl:1])[C:3]=1[C:4]([NH:59][C@H:58]([C:60]([OH:62])=[O:61])[CH2:57][C:56]1[CH:64]=[CH:65][C:53]([CH:50]2[CH2:49][CH2:48][N:47]([S:44]([CH3:43])(=[O:45])=[O:46])[CH2:52][CH2:51]2)=[CH:54][CH:55]=1)=[O:6], predict the reactants needed to synthesize it. The reactants are: [Cl:1][C:2]1[CH:10]=[CH:9][CH:8]=[C:7]([Cl:11])[C:3]=1[C:4]([OH:6])=O.CN(C(ON1N=NC2C=CC=NC1=2)=[N+](C)C)C.F[P-](F)(F)(F)(F)F.C(N(CC)CC)C.[CH3:43][S:44]([N:47]1[CH2:52][CH2:51][CH:50]([C:53]2[CH:65]=[CH:64][C:56]([CH2:57][C@@H:58]([C:60]([O:62]C)=[O:61])[NH2:59])=[CH:55][CH:54]=2)[CH2:49][CH2:48]1)(=[O:46])=[O:45]. (3) Given the product [CH:16]1([C:19]2[N:20]=[CH:21][C:22]([CH2:25][CH2:26][CH:3]3[C:4]4[C:12]5[CH:11]=[C:10]([CH3:13])[CH:9]=[CH:8][C:7]=5[NH:6][C:5]=4[CH2:14][CH2:15][N:2]3[CH3:1])=[CH:23][CH:24]=2)[CH2:18][CH2:17]1, predict the reactants needed to synthesize it. The reactants are: [CH3:1][N:2]1[CH2:15][CH2:14][C:5]2[NH:6][C:7]3[CH:8]=[CH:9][C:10]([CH3:13])=[CH:11][C:12]=3[C:4]=2[CH2:3]1.[CH:16]1([C:19]2[CH:24]=[CH:23][C:22]([CH:25]=[CH2:26])=[CH:21][N:20]=2)[CH2:18][CH2:17]1.[OH-].[K+]. (4) Given the product [C:22]([OH:29])(=[O:28])/[CH:23]=[CH:24]/[C:25]([OH:27])=[O:26].[NH2:21][CH2:17][C:13]1[C:12]([CH2:19][CH3:20])=[C:11]([CH:16]=[CH:15][CH:14]=1)[O:10][C:4]1[CH:3]=[C:2]([Cl:1])[CH:9]=[CH:8][C:5]=1[C:6]#[N:7].[NH2:21][CH2:17][C:13]1[C:12]([CH2:19][CH3:20])=[C:11]([CH:16]=[CH:15][CH:14]=1)[O:10][C:4]1[CH:3]=[C:2]([Cl:1])[CH:9]=[CH:8][C:5]=1[C:6]#[N:7], predict the reactants needed to synthesize it. The reactants are: [Cl:1][C:2]1[CH:9]=[CH:8][C:5]([C:6]#[N:7])=[C:4]([O:10][C:11]2[CH:16]=[CH:15][CH:14]=[C:13]([CH2:17]Cl)[C:12]=2[CH2:19][CH3:20])[CH:3]=1.[NH3:21].[C:22]([OH:29])(=[O:28])/[CH:23]=[CH:24]/[C:25]([OH:27])=[O:26]. (5) Given the product [C:21]([O:25][C:26]([N:12]1[CH2:11][CH2:10][CH:9]([C:4]2[CH:5]=[CH:6][CH:7]=[CH:8][C:3]=2[OH:2])[CH2:14][CH2:13]1)=[O:27])([CH3:24])([CH3:23])[CH3:22], predict the reactants needed to synthesize it. The reactants are: Br.[OH:2][C:3]1[CH:8]=[CH:7][CH:6]=[CH:5][C:4]=1[CH:9]1[CH2:14][CH2:13][NH:12][CH2:11][CH2:10]1.C(=O)([O-])[O-].[K+].[K+].[C:21]([O:25][C:26](O[C:26]([O:25][C:21]([CH3:24])([CH3:23])[CH3:22])=[O:27])=[O:27])([CH3:24])([CH3:23])[CH3:22]. (6) The reactants are: [CH2:1]1[CH:11]2[CH2:12][C@@H:6]3[N:7]([CH2:8][C:9]2=[O:10])[C@H:2]1[CH2:3][CH:4]([OH:13])[CH2:5]3.[NH:14]1[C:22]2[C:17](=[CH:18][CH:19]=[CH:20][CH:21]=2)[C:16]([C:23](O)=[O:24])=[CH:15]1.FC(F)(F)C(OC(=O)C(F)(F)F)=O. Given the product [CH:19]1[CH:20]=[CH:21][C:22]2[NH:14][CH:15]=[C:16]([C:23]([O:13][C@@H:4]3[CH2:5][C@H:6]4[N:7]5[CH2:8][C:9](=[O:10])[C@@H:11]([CH2:12]4)[CH2:1][C@@H:2]5[CH2:3]3)=[O:24])[C:17]=2[CH:18]=1, predict the reactants needed to synthesize it. (7) Given the product [C:1]1([C:11]2[CH:16]=[CH:15][CH:14]=[CH:13][CH:12]=2)[CH:6]=[CH:5][CH:4]=[CH:3][C:2]=1[CH2:7][C:8]1[N:23]([C:17]2[CH:18]=[CH:19][CH:20]=[CH:21][CH:22]=2)[C:24](=[S:27])[NH:25][N:26]=1, predict the reactants needed to synthesize it. The reactants are: [C:1]1([C:11]2[CH:16]=[CH:15][CH:14]=[CH:13][CH:12]=2)[CH:6]=[CH:5][CH:4]=[CH:3][C:2]=1[CH2:7][C:8](O)=O.[C:17]1([NH:23][C:24](=[S:27])[NH:25][NH2:26])[CH:22]=[CH:21][CH:20]=[CH:19][CH:18]=1. (8) Given the product [C:1]([C:5]1[CH:6]=[C:7]([NH:11][C:12]([C:14]2([CH3:20])[CH2:15][CH2:16][N:17]([C:22]3[C:23]4[C:30]([CH3:31])=[CH:29][NH:28][C:24]=4[N:25]=[CH:26][N:27]=3)[CH2:18][CH2:19]2)=[O:13])[CH:8]=[CH:9][CH:10]=1)([CH3:4])([CH3:2])[CH3:3], predict the reactants needed to synthesize it. The reactants are: [C:1]([C:5]1[CH:6]=[C:7]([NH:11][C:12]([C:14]2([CH3:20])[CH2:19][CH2:18][NH:17][CH2:16][CH2:15]2)=[O:13])[CH:8]=[CH:9][CH:10]=1)([CH3:4])([CH3:3])[CH3:2].Cl[C:22]1[C:23]2[C:30]([CH3:31])=[CH:29][NH:28][C:24]=2[N:25]=[CH:26][N:27]=1.C(N(CC)C(C)C)(C)C. (9) Given the product [NH2:1][C:2]1[CH:3]=[CH:4][C:5]([CH:8]2[CH2:9][C:10](=[O:16])[N:11]([CH3:15])[C:12](=[O:14])[CH2:13]2)=[CH:6][C:7]=1[Br:24], predict the reactants needed to synthesize it. The reactants are: [NH2:1][C:2]1[CH:7]=[CH:6][C:5]([CH:8]2[CH2:13][C:12](=[O:14])[N:11]([CH3:15])[C:10](=[O:16])[CH2:9]2)=[CH:4][CH:3]=1.C1C(=O)N([Br:24])C(=O)C1.